From a dataset of Full USPTO retrosynthesis dataset with 1.9M reactions from patents (1976-2016). Predict the reactants needed to synthesize the given product. (1) Given the product [F:1][C:2]1[CH:3]=[C:4]2[C:8](=[CH:9][CH:10]=1)[N:7]([CH2:11][C:12]1[CH:13]=[C:14]([CH:18]=[CH:19][CH:20]=1)[C:15]([OH:17])=[O:16])[C:6](=[O:21])[C:5]12[CH2:23][C:22]1([CH3:25])[CH3:24], predict the reactants needed to synthesize it. The reactants are: [F:1][C:2]1[CH:3]=[C:4]2[C:8](=[CH:9][CH:10]=1)[N:7]([CH2:11][C:12]1[CH:13]=[C:14]([CH:18]=[CH:19][CH:20]=1)[C:15]([O-:17])=[O:16])[C:6](=[O:21])[C@@:5]12[CH2:23][C:22]1([CH3:25])[CH3:24].Cl. (2) Given the product [CH3:1][C:2]([CH3:37])([CH3:36])[C@H:3]([NH:10][C:11]([C:13]1[N:14]=[C:15]([C:30]2[CH:31]=[CH:32][CH:33]=[CH:34][CH:35]=2)[N:16]2[CH2:22][CH2:21][CH2:20][NH:19][CH2:18][C:17]=12)=[O:12])[C:4]1[O:8][N:7]=[C:6]([CH3:9])[N:5]=1, predict the reactants needed to synthesize it. The reactants are: [CH3:1][C:2]([CH3:37])([CH3:36])[C@H:3]([NH:10][C:11]([C:13]1[N:14]=[C:15]([C:30]2[CH:35]=[CH:34][CH:33]=[CH:32][CH:31]=2)[N:16]2[CH2:22][CH2:21][CH2:20][N:19](C(OC(C)(C)C)=O)[CH2:18][C:17]=12)=[O:12])[C:4]1[O:8][N:7]=[C:6]([CH3:9])[N:5]=1.FC(F)(F)C(O)=O. (3) The reactants are: [NH2:1][C:2]1[N:6]([CH3:7])[C:5]([SH:8])=[N:4][C:3]=1[C:9]([NH2:11])=[O:10].Br[C:13]1[C:21]([S:22]([CH3:25])(=[O:24])=[O:23])=[CH:20][C:16]2[O:17][CH2:18][O:19][C:15]=2[CH:14]=1. Given the product [NH2:1][C:2]1[N:6]([CH3:7])[C:5]([S:8][C:13]2[C:21]([S:22]([CH3:25])(=[O:23])=[O:24])=[CH:20][C:16]3[O:17][CH2:18][O:19][C:15]=3[CH:14]=2)=[N:4][C:3]=1[C:9]([NH2:11])=[O:10], predict the reactants needed to synthesize it. (4) Given the product [CH3:16][O:15][C:12]1[CH:11]=[CH:10][C:9]([C:7](=[O:8])[CH:6]([C:17]2[CH:22]=[CH:21][CH:20]=[CH:19][CH:18]=2)[CH2:5][C:4]([OH:23])=[O:3])=[CH:14][CH:13]=1, predict the reactants needed to synthesize it. The reactants are: C([O:3][C:4](=[O:23])[CH2:5][CH:6]([C:17]1[CH:22]=[CH:21][CH:20]=[CH:19][CH:18]=1)[C:7]([C:9]1[CH:14]=[CH:13][C:12]([O:15][CH3:16])=[CH:11][CH:10]=1)=[O:8])C.O.[OH-].[Na+].